This data is from Full USPTO retrosynthesis dataset with 1.9M reactions from patents (1976-2016). The task is: Predict the reactants needed to synthesize the given product. The reactants are: I[C:2]1[N:3]=[CH:4][N:5]([C:7]([C:20]2[CH:25]=[CH:24][CH:23]=[CH:22][CH:21]=2)([C:14]2[CH:19]=[CH:18][CH:17]=[CH:16][CH:15]=2)[C:8]2[CH:13]=[CH:12][CH:11]=[CH:10][CH:9]=2)[CH:6]=1.CC[Mg+].[Br-].I[C:31]1[CH:51]=[CH:50][CH:49]=[CH:48][C:32]=1[CH2:33][CH2:34][C@H:35]1[C:40]([O:41][CH3:42])=[N:39][C@H:38]([CH:43]([CH3:45])[CH3:44])[C:37]([O:46][CH3:47])=[N:36]1. Given the product [CH:43]([C@@H:38]1[C:37]([O:46][CH3:47])=[N:36][C@@H:35]([CH2:34][CH2:33][C:32]2[CH:31]=[CH:51][CH:50]=[CH:49][C:48]=2[C:2]2[N:3]=[CH:4][N:5]([C:7]([C:14]3[CH:19]=[CH:18][CH:17]=[CH:16][CH:15]=3)([C:20]3[CH:21]=[CH:22][CH:23]=[CH:24][CH:25]=3)[C:8]3[CH:9]=[CH:10][CH:11]=[CH:12][CH:13]=3)[CH:6]=2)[C:40]([O:41][CH3:42])=[N:39]1)([CH3:45])[CH3:44], predict the reactants needed to synthesize it.